Predict the reactants needed to synthesize the given product. From a dataset of Full USPTO retrosynthesis dataset with 1.9M reactions from patents (1976-2016). (1) Given the product [C:1]([O:5][C:6](=[O:7])[NH:8][C@H:9]1[CH2:13][C@@H:12]([CH2:14][OH:15])[CH:11]=[CH:10]1)([CH3:4])([CH3:2])[CH3:3], predict the reactants needed to synthesize it. The reactants are: [C:1]([O:5][C:6]([NH:8][CH:9]1[CH2:13][CH:12]([C:14](O)=[O:15])[CH:11]=[CH:10]1)=[O:7])([CH3:4])([CH3:3])[CH3:2].B.C1COCC1. (2) Given the product [Cl:1][C:2]1[N:7]=[CH:6][NH:5][C:4]2=[N:8][CH:9]=[C:10]([I:11])[C:3]=12, predict the reactants needed to synthesize it. The reactants are: [Cl:1][C:2]1[N:7]=[CH:6][NH:5][C:4]2=[N:8][CH:9]=[CH:10][C:3]=12.[I:11]N1C(=O)CCC1=O.S([O-])([O-])(=O)=S.[Na+].[Na+]. (3) Given the product [C:22]([C:17]1[CH:18]=[CH:19][CH:20]=[CH:21][C:16]=1[C:12]1[CH:11]=[C:10]2[C:15](=[CH:14][CH:13]=1)[N:7]([CH:2]1[CH2:3][CH2:4][CH2:5][CH2:6][O:1]1)[N:8]=[C:9]2[C:28]1[N:33]=[C:32]([O:34][C@H:35]2[CH2:42][N:41]([C:43]([O:45][C:46]([CH3:49])([CH3:48])[CH3:47])=[O:44])[CH2:40][CH2:39][C:36]32[CH2:38][CH2:37]3)[CH:31]=[N:30][CH:29]=1)#[CH:23], predict the reactants needed to synthesize it. The reactants are: [O:1]1[CH2:6][CH2:5][CH2:4][CH2:3][CH:2]1[N:7]1[C:15]2[C:10](=[CH:11][C:12]([C:16]3[CH:21]=[CH:20][CH:19]=[CH:18][C:17]=3[C:22]#[C:23][Si](C)(C)C)=[CH:13][CH:14]=2)[C:9]([C:28]2[N:33]=[C:32]([O:34][C@H:35]3[CH2:42][N:41]([C:43]([O:45][C:46]([CH3:49])([CH3:48])[CH3:47])=[O:44])[CH2:40][CH2:39][C:36]43[CH2:38][CH2:37]4)[CH:31]=[N:30][CH:29]=2)=[N:8]1.C(=O)([O-])[O-].[K+].[K+]. (4) Given the product [F:1][C:2]1[CH:7]=[C:6]([F:8])[CH:5]=[CH:4][C:3]=1/[CH:9]=[CH:10]/[C:11]1[CH:12]=[CH:13][C:14]([S:19]([C:22]2[CH:27]=[CH:26][CH:25]=[CH:24][CH:23]=2)(=[O:21])=[O:20])=[C:15]([CH:18]=1)[CH2:16][N:30]([CH3:31])[CH3:29], predict the reactants needed to synthesize it. The reactants are: [F:1][C:2]1[CH:7]=[C:6]([F:8])[CH:5]=[CH:4][C:3]=1/[CH:9]=[CH:10]/[C:11]1[CH:12]=[CH:13][C:14]([S:19]([C:22]2[CH:27]=[CH:26][CH:25]=[CH:24][CH:23]=2)(=[O:21])=[O:20])=[C:15]([CH:18]=1)[CH:16]=O.Cl.[CH3:29][NH:30][CH3:31].C(N(CC)CC)C.C([BH3-])#N.[Na+]. (5) Given the product [ClH:34].[NH:8]1[CH2:11][CH:10]([O:12][C:13]2[CH:18]=[CH:17][C:16]([N:19]3[CH2:24][CH2:23][C:22]4[N:25]=[C:26]([C:28]5[CH:29]=[CH:30][C:31]([Cl:34])=[CH:32][CH:33]=5)[S:27][C:21]=4[C:20]3=[O:35])=[CH:15][C:14]=2[O:36][CH3:37])[CH2:9]1, predict the reactants needed to synthesize it. The reactants are: C(OC([N:8]1[CH2:11][CH:10]([O:12][C:13]2[CH:18]=[CH:17][C:16]([N:19]3[CH2:24][CH2:23][C:22]4[N:25]=[C:26]([C:28]5[CH:33]=[CH:32][C:31]([Cl:34])=[CH:30][CH:29]=5)[S:27][C:21]=4[C:20]3=[O:35])=[CH:15][C:14]=2[O:36][CH3:37])[CH2:9]1)=O)(C)(C)C.FC(F)(F)C(O)=O.[OH-].[Na+].Cl.O1CCOCC1. (6) Given the product [CH2:1]([N:8]1[C:12]([CH:13]=[O:14])=[CH:11][C:10]([O:17][CH2:18][C:19]2[CH:24]=[CH:23][CH:22]=[CH:21][CH:20]=2)=[N:9]1)[C:2]1[CH:3]=[CH:4][CH:5]=[CH:6][CH:7]=1, predict the reactants needed to synthesize it. The reactants are: [CH2:1]([N:8]1[C:12]([C:13](OC)=[O:14])=[CH:11][C:10]([O:17][CH2:18][C:19]2[CH:24]=[CH:23][CH:22]=[CH:21][CH:20]=2)=[N:9]1)[C:2]1[CH:7]=[CH:6][CH:5]=[CH:4][CH:3]=1.[H-].[Al+3].[Li+].[H-].[H-].[H-].O.O.O.O.O.O.O.O.O.O.S([O-])([O-])(=O)=O.[Na+].[Na+]. (7) Given the product [Cl:22][C:17]1[CH:16]=[C:15]([NH:14][C:5]2[C:4]3[C:9](=[CH:10][CH:11]=[C:2]([NH:1][CH2:28][C:25]4[CH:26]=[CH:27][NH:23][N:24]=4)[CH:3]=3)[N:8]=[CH:7][C:6]=2[C:12]#[N:13])[CH:20]=[CH:19][C:18]=1[F:21], predict the reactants needed to synthesize it. The reactants are: [NH2:1][C:2]1[CH:3]=[C:4]2[C:9](=[CH:10][CH:11]=1)[N:8]=[CH:7][C:6]([C:12]#[N:13])=[C:5]2[NH:14][C:15]1[CH:20]=[CH:19][C:18]([F:21])=[C:17]([Cl:22])[CH:16]=1.[NH:23]1[CH:27]=[CH:26][C:25]([CH:28]=O)=[N:24]1.[BH3-]C#N.[Na+]. (8) Given the product [S:31]([C:28]1[CH:29]=[CH:30][C:25]([CH3:35])=[CH:26][CH:27]=1)([OH:34])(=[O:33])=[O:32].[CH3:11][C@H:12]1[CH2:17][CH2:16][CH2:15][N:14]([CH2:18][CH2:19][CH2:20][O:10][C:7]2[CH:8]=[CH:9][C:4]([NH2:1])=[CH:5][CH:6]=2)[CH2:13]1, predict the reactants needed to synthesize it. The reactants are: [N+:1]([C:4]1[CH:9]=[CH:8][C:7]([OH:10])=[CH:6][CH:5]=1)([O-])=O.[CH3:11][C@H:12]1[CH2:17][CH2:16][CH2:15][N:14]([CH2:18][CH2:19][CH2:20]O)[CH2:13]1.CO.O.[C:25]1([CH3:35])[CH:30]=[CH:29][C:28]([S:31]([OH:34])(=[O:33])=[O:32])=[CH:27][CH:26]=1.